Dataset: Reaction yield outcomes from USPTO patents with 853,638 reactions. Task: Predict the reaction yield, written as a fraction of the theoretical maximum amount of product (1.0 means a 100% yield; for example, 0.34 means a 34% yield). The reactants are [NH:1]1[CH2:5][CH2:4][CH:3]([CH2:6][N:7]2[C:15]3[C:10](=[CH:11][CH:12]=[CH:13][CH:14]=3)[C:9]3([CH2:19][O:18][C:17]4[CH:20]=[C:21]5[C:25](=[CH:26][C:16]3=4)[CH2:24][CH2:23][O:22]5)[C:8]2=[O:27])[CH2:2]1.C(N(CC)CC)C.[CH:35]([N:38]=[C:39]=[O:40])([CH3:37])[CH3:36]. The catalyst is ClCCl.C(=O)(O)[O-].[Na+]. The product is [CH3:36][CH:35]([NH:38][C:39]([N:1]1[CH2:5][CH2:4][CH:3]([CH2:6][N:7]2[C:15]3[C:10](=[CH:11][CH:12]=[CH:13][CH:14]=3)[C:9]3([CH2:19][O:18][C:17]4[CH:20]=[C:21]5[C:25](=[CH:26][C:16]3=4)[CH2:24][CH2:23][O:22]5)[C:8]2=[O:27])[CH2:2]1)=[O:40])[CH3:37]. The yield is 0.810.